From a dataset of Forward reaction prediction with 1.9M reactions from USPTO patents (1976-2016). Predict the product of the given reaction. (1) The product is: [ClH:7].[C:11]1([C:14]2([CH2:19][C:20]([NH2:21])=[NH:1])[CH2:18][CH2:17][CH2:16][CH2:15]2)[CH:12]=[CH:13][CH:8]=[CH:9][CH:10]=1. Given the reactants [NH4+:1].[Cl-].C[Al](C)C.[Cl:7][C:8]1[CH:13]=[CH:12][C:11]([C:14]2([CH2:19][C:20]#[N:21])[CH2:18][CH2:17][CH2:16][CH2:15]2)=[CH:10][CH:9]=1, predict the reaction product. (2) The product is: [C:1]([O:5][C:6]([N:8]1[C:16]2[C:11](=[CH:12][C:13]([O:17][CH3:18])=[CH:14][CH:15]=2)[CH:10]=[C:9]1[C:23]1[CH:24]=[CH:25][C:26]([Cl:39])=[C:27]([S:29](=[O:30])(=[O:31])[NH:32][CH:33]2[CH2:38][CH2:37][CH2:36][CH2:35][CH2:34]2)[CH:28]=1)=[O:7])([CH3:4])([CH3:3])[CH3:2]. Given the reactants [C:1]([O:5][C:6]([N:8]1[C:16]2[C:11](=[CH:12][C:13]([O:17][CH3:18])=[CH:14][CH:15]=2)[CH:10]=[C:9]1B(O)O)=[O:7])([CH3:4])([CH3:3])[CH3:2].Br[C:23]1[CH:24]=[CH:25][C:26]([Cl:39])=[C:27]([S:29]([NH:32][CH:33]2[CH2:38][CH2:37][CH2:36][CH2:35][CH2:34]2)(=[O:31])=[O:30])[CH:28]=1.[F-].[Cs+], predict the reaction product. (3) Given the reactants [C:1](=[S:5])([NH2:4])[CH2:2][CH3:3].Br.Br[CH:8]([C:18]1[CH:23]=[CH:22][N:21]=[CH:20][CH:19]=1)[C:9]([C:11]1[CH:16]=[CH:15][C:14]([F:17])=[CH:13][CH:12]=1)=O, predict the reaction product. The product is: [CH2:2]([C:1]1[S:5][C:8]([C:18]2[CH:23]=[CH:22][N:21]=[CH:20][CH:19]=2)=[C:9]([C:11]2[CH:12]=[CH:13][C:14]([F:17])=[CH:15][CH:16]=2)[N:4]=1)[CH3:3].